Dataset: Reaction yield outcomes from USPTO patents with 853,638 reactions. Task: Predict the reaction yield, written as a fraction of the theoretical maximum amount of product (1.0 means a 100% yield; for example, 0.34 means a 34% yield). (1) The reactants are [NH2:1][C@H:2]([C:6]([S:9][CH2:10][CH2:11][CH2:12][OH:13])([CH3:8])[CH3:7])[C:3]([OH:5])=[O:4].[CH2:14](N(CC)CC)[CH3:15].C(O[C:26]1[CH:31]=CC=[CH:28][C:27]=1[S:32](Cl)(=[O:34])=[O:33])#CCC.Cl.O1[CH2:42][CH2:41][O:40][CH2:39][CH2:38]1.O. No catalyst specified. The product is [CH2:39]([O:40][C:41]1[CH:42]=[CH:28][C:27]([S:32]([NH:1][C@H:2]([C:6]([S:9][CH2:10][CH2:11][CH2:12][OH:13])([CH3:8])[CH3:7])[C:3]([OH:5])=[O:4])(=[O:34])=[O:33])=[CH:26][CH:31]=1)[C:38]#[C:14][CH3:15]. The yield is 0.830. (2) The reactants are C1(OC2C=CC=CC=2)C=CC=CC=1.[C:14]([C:16]1[CH:21]=[CH:20][C:19]([NH:22][CH:23]=[C:24]([C:30]([O:32][CH2:33][CH3:34])=[O:31])[C:25]([O:27]CC)=O)=[CH:18][CH:17]=1)#[N:15]. The catalyst is CCCCCC. The product is [CH2:33]([O:32][C:30]([C:24]1[CH:23]=[N:22][C:19]2[C:18]([C:25]=1[OH:27])=[CH:17][C:16]([C:14]#[N:15])=[CH:21][CH:20]=2)=[O:31])[CH3:34]. The yield is 0.940. (3) The reactants are [CH3:1][C:2]1[CH:7]=[CH:6][CH:5]=[CH:4][C:3]=1[CH:8]=[CH:9][C:10](=[O:20])[CH:11]=[CH:12][C:13]1[CH:18]=[CH:17][CH:16]=[CH:15][C:14]=1[CH3:19].[CH3:21][NH2:22].O. The catalyst is CN(C)C=O. The product is [CH3:1][C:2]1[CH:7]=[CH:6][CH:5]=[CH:4][C:3]=1[CH:8]1[CH2:9][C:10](=[O:20])[CH2:11][CH:12]([C:13]2[CH:18]=[CH:17][CH:16]=[CH:15][C:14]=2[CH3:19])[N:22]1[CH3:21]. The yield is 0.520. (4) The reactants are Cl.Cl.[CH:3]([N:16]1[CH2:21][C@@H:20]2[CH2:22][C@H:17]1[CH2:18][NH:19]2)([C:10]1[CH:15]=[CH:14][CH:13]=[CH:12][CH:11]=1)[C:4]1[CH:9]=[CH:8][CH:7]=[CH:6][CH:5]=1.CS([C:27]1[N:32]=[CH:31][C:30]([C:33]([O:35][CH2:36][CH3:37])=[O:34])=[CH:29][N:28]=1)(=O)=O.C(=O)([O-])[O-].[K+].[K+]. The catalyst is COCCOC. The product is [CH:3]([N:16]1[CH2:21][C@@H:20]2[CH2:22][C@H:17]1[CH2:18][N:19]2[C:27]1[N:28]=[CH:29][C:30]([C:33]([O:35][CH2:36][CH3:37])=[O:34])=[CH:31][N:32]=1)([C:10]1[CH:15]=[CH:14][CH:13]=[CH:12][CH:11]=1)[C:4]1[CH:5]=[CH:6][CH:7]=[CH:8][CH:9]=1. The yield is 0.640. (5) The reactants are [C:1]([O:4][C:5]1[CH:10]=[C:9]([Br:11])[CH:8]=[CH:7][C:6]=1[C@@H:12]1[C@@H:15]([CH2:16][CH2:17][C@H:18]([O:26][Si](C(C)(C)C)(C)C)[C:19]2[CH:24]=[CH:23][C:22]([F:25])=[CH:21][CH:20]=2)[C:14](=[O:34])[N:13]1[C:35]1[CH:40]=[CH:39][CH:38]=[CH:37][CH:36]=1)(=[O:3])[CH3:2].F.P([O-])([O-])([O-])=O.[K+].[K+].[K+]. The catalyst is C(#N)C. The product is [C:1]([O:4][C:5]1[CH:10]=[C:9]([Br:11])[CH:8]=[CH:7][C:6]=1[C@@H:12]1[C@@H:15]([CH2:16][CH2:17][C@@H:18]([C:19]2[CH:20]=[CH:21][C:22]([F:25])=[CH:23][CH:24]=2)[OH:26])[C:14](=[O:34])[N:13]1[C:35]1[CH:36]=[CH:37][CH:38]=[CH:39][CH:40]=1)(=[O:3])[CH3:2]. The yield is 1.00. (6) The reactants are CON(C)[C:4]([C@@H:6]1[CH2:10][CH2:9][N:8]([C:11]([O:13][C:14]([CH3:17])([CH3:16])[CH3:15])=[O:12])[CH2:7]1)=[O:5].[CH2:19]([Mg]Br)[CH2:20][CH:21]=[CH2:22].O1CCC[CH2:26]1. No catalyst specified. The product is [C:4]([C@@H:6]1[CH2:10][CH2:9][N:8]([C:11]([O:13][C:14]([CH3:15])([CH3:16])[CH3:17])=[O:12])[CH2:7]1)(=[O:5])[CH2:22][CH2:21][CH2:20][CH:19]=[CH2:26]. The yield is 0.960. (7) The reactants are [CH2:1]([N:3]([CH2:6][CH3:7])CC)C.Br[CH2:9][CH2:10]NS(C)(=O)=[O:13].[OH-:16].[Na+]. The catalyst is CN(C=O)C. The product is [CH3:9][CH2:10][O:16][CH2:6][CH3:7].[CH3:1][OH:16].[OH-:13].[NH4+:3]. The yield is 0.260.